From a dataset of Catalyst prediction with 721,799 reactions and 888 catalyst types from USPTO. Predict which catalyst facilitates the given reaction. (1) The catalyst class is: 487. Reactant: CS(C1C=[CH:9][C:8]([N:11]2[CH2:16][CH2:15][CH:14]([CH:17]3[CH2:22][CH2:21][N:20]([C:23]([O:25][C:26]([CH3:29])([CH3:28])[CH3:27])=[O:24])[CH2:19][CH2:18]3)[CH2:13][CH2:12]2)=CC=1)(=O)=O.C[N:31](C)[CH2:32][CH2:33][N:34](C)C.C1(P(C2C=CC=CC=2)CCCCCP(C2C=CC=CC=2)C2C=CC=CC=2)C=CC=CC=1.[C-:69]#[N:70].[K+]. Product: [C:69]([C:32]1[N:31]=[C:8]([N:11]2[CH2:16][CH2:15][CH:14]([CH:17]3[CH2:18][CH2:19][N:20]([C:23]([O:25][C:26]([CH3:28])([CH3:29])[CH3:27])=[O:24])[CH2:21][CH2:22]3)[CH2:13][CH2:12]2)[CH:9]=[N:34][CH:33]=1)#[N:70]. (2) Reactant: Br[C:2]1[CH:3]=[C:4]2[C:10]([C@@H:11]([C:13]3[C:18]([O:19][CH3:20])=[CH:17][CH:16]=[C:15]([F:21])[C:14]=3[Cl:22])[CH3:12])=[CH:9][NH:8][C:5]2=[N:6][CH:7]=1.[B:23]1([B:23]2[O:27][C:26]([CH3:29])([CH3:28])[C:25]([CH3:31])([CH3:30])[O:24]2)[O:27][C:26]([CH3:29])([CH3:28])[C:25]([CH3:31])([CH3:30])[O:24]1.C([O-])(=O)C.[K+]. Product: [Cl:22][C:14]1[C:15]([F:21])=[CH:16][CH:17]=[C:18]([O:19][CH3:20])[C:13]=1[C@H:11]([C:10]1[C:4]2[C:5](=[N:6][CH:7]=[C:2]([B:23]3[O:27][C:26]([CH3:29])([CH3:28])[C:25]([CH3:31])([CH3:30])[O:24]3)[CH:3]=2)[NH:8][CH:9]=1)[CH3:12]. The catalyst class is: 12. (3) Reactant: C(Cl)(=O)C(Cl)=O.CS(C)=O.[CH3:11][C:12]1[CH:17]=[CH:16][C:15](/[CH:18]=[CH:19]/[CH2:20][OH:21])=[CH:14][CH:13]=1.C(N(CC)CC)C. Product: [CH3:11][C:12]1[CH:17]=[CH:16][C:15](/[CH:18]=[CH:19]/[CH:20]=[O:21])=[CH:14][CH:13]=1. The catalyst class is: 2. (4) Reactant: Cl[C:2]1[CH:7]=[C:6]([Cl:8])[N:5]=[CH:4][N:3]=1.[N+:9]([C:12]1[CH:17]=[CH:16][C:15]([OH:18])=[CH:14][CH:13]=1)([O-:11])=[O:10].[H-].[Na+]. Product: [Cl:8][C:6]1[N:5]=[CH:4][N:3]=[C:2]([O:18][C:15]2[CH:16]=[CH:17][C:12]([N+:9]([O-:11])=[O:10])=[CH:13][CH:14]=2)[CH:7]=1. The catalyst class is: 391. (5) Reactant: [OH-].[Na+].CO.[CH3:5][C:6]1[N:11]=[C:10]([C:12]2[CH:13]=[N:14][N:15]([CH3:21])[C:16]=2[C:17]([O:19]C)=[O:18])[C:9]([CH3:22])=[CH:8][N:7]=1. Product: [CH3:5][C:6]1[N:11]=[C:10]([C:12]2[CH:13]=[N:14][N:15]([CH3:21])[C:16]=2[C:17]([OH:19])=[O:18])[C:9]([CH3:22])=[CH:8][N:7]=1. The catalyst class is: 6. (6) Reactant: [CH:1]1[CH:2]=[C:3]([N:9]2[CH2:14][CH2:13][N:12]([CH2:15][CH2:16][CH2:17][CH2:18][O:19][C:20]3[CH:21]=[CH:22][C:23]4[CH2:30][CH2:29][C:27](=[O:28])[NH:26][C:24]=4[CH:25]=3)[CH2:11][CH2:10]2)[C:4]([Cl:8])=[C:5]([Cl:7])[CH:6]=1.[C:31]1([S:37]([OH:40])(=[O:39])=[O:38])[CH:36]=[CH:35][CH:34]=[CH:33][CH:32]=1.ClCCl. Product: [CH:1]1[CH:2]=[C:3]([N:9]2[CH2:14][CH2:13][N:12]([CH2:15][CH2:16][CH2:17][CH2:18][O:19][C:20]3[CH:21]=[CH:22][C:23]4[CH2:30][CH2:29][C:27](=[O:28])[NH:26][C:24]=4[CH:25]=3)[CH2:11][CH2:10]2)[C:4]([Cl:8])=[C:5]([Cl:7])[CH:6]=1.[C:31]1([S:37]([OH:40])(=[O:39])=[O:38])[CH:36]=[CH:35][CH:34]=[CH:33][CH:32]=1. The catalyst class is: 8. (7) Reactant: [Cr](O[Cr]([O-])(=O)=O)([O-])(=O)=O.[Na+].[Na+].[F:12][C:13]1[CH:18]=[C:17]([N+:19]([O-:21])=[O:20])[CH:16]=[CH:15]C=1C.S(=O)(=O)(O)O.[C:28]([OH:31])(=[O:30])[CH3:29]. Product: [F:12][C:13]1[CH:18]=[C:17]([N+:19]([O-:21])=[O:20])[CH:16]=[CH:15][C:29]=1[C:28]([OH:31])=[O:30]. The catalyst class is: 6. (8) Reactant: [NH2:1][C:2]1[CH:7]=[CH:6][C:5]([CH2:8][C:9]([O:11][CH3:12])=[O:10])=[CH:4][C:3]=1[Cl:13].[Br:14][C:15]1[CH:20]=[CH:19][CH:18]=[CH:17][C:16]=1[N:21]=[C:22]=[O:23].CCN(CC)CC. Product: [Br:14][C:15]1[CH:20]=[CH:19][CH:18]=[CH:17][C:16]=1[NH:21][C:22](=[O:23])[NH:1][C:2]1[CH:7]=[CH:6][C:5]([CH2:8][C:9]([O:11][CH3:12])=[O:10])=[CH:4][C:3]=1[Cl:13]. The catalyst class is: 1.